From a dataset of Peptide-MHC class I binding affinity with 185,985 pairs from IEDB/IMGT. Regression. Given a peptide amino acid sequence and an MHC pseudo amino acid sequence, predict their binding affinity value. This is MHC class I binding data. The peptide sequence is RILTIPQSL. The MHC is HLA-A68:01 with pseudo-sequence HLA-A68:01. The binding affinity (normalized) is 0.